Predict which catalyst facilitates the given reaction. From a dataset of Catalyst prediction with 721,799 reactions and 888 catalyst types from USPTO. (1) Reactant: [CH2:1]([O:8][C:9](=[O:24])[CH:10]([NH:13][C:14]([O:16][CH2:17][C:18]1[CH:23]=[CH:22][CH:21]=[CH:20][CH:19]=1)=[O:15])[CH2:11][OH:12])[C:2]1[CH:7]=[CH:6][CH:5]=[CH:4][CH:3]=1.Cl[C:26]([O:28][CH:29]([CH2:31][CH2:32][CH2:33][CH:34]([CH3:39])[CH2:35][CH:36]([CH3:38])[CH3:37])[CH3:30])=[O:27].N1C=CC=CC=1. Product: [CH2:1]([O:8][C:9](=[O:24])[CH:10]([NH:13][C:14]([O:16][CH2:17][C:18]1[CH:19]=[CH:20][CH:21]=[CH:22][CH:23]=1)=[O:15])[CH2:11][O:12][C:26]([O:28][CH:29]([CH3:30])[CH2:31][CH2:32][CH2:33][CH:34]([CH3:39])[CH2:35][CH:36]([CH3:38])[CH3:37])=[O:27])[C:2]1[CH:7]=[CH:6][CH:5]=[CH:4][CH:3]=1. The catalyst class is: 116. (2) Reactant: COC1C=C(OC)C=CC=1C[NH:6][C:7]1[C:16]2[C:11](=[C:12]([C:17]([NH:19][C:20]3[CH:25]=[C:24]([NH:26][S:27]([CH2:30][CH2:31][CH3:32])(=[O:29])=[O:28])[CH:23]=[CH:22][C:21]=3[F:33])=[O:18])[CH:13]=[CH:14][CH:15]=2)[N:10]=[CH:9][N:8]=1. Product: [F:33][C:21]1[CH:22]=[CH:23][C:24]([NH:26][S:27]([CH2:30][CH2:31][CH3:32])(=[O:29])=[O:28])=[CH:25][C:20]=1[NH:19][C:17]([C:12]1[CH:13]=[CH:14][CH:15]=[C:16]2[C:11]=1[N:10]=[CH:9][N:8]=[C:7]2[NH2:6])=[O:18]. The catalyst class is: 55. (3) Reactant: [NH2:1][C:2]1[CH:7]=[CH:6][CH:5]=[C:4]([CH2:8][Cl:9])[N:3]=1.[C:10]1([CH3:16])[CH:15]=CC=C[CH:11]=1.ClC(Cl)([O:20][C:21](=O)[O:22]C(Cl)(Cl)Cl)Cl.[OH-].[Na+]. Product: [C:10]([O:22][C:21](=[O:20])[NH:1][C:2]1[CH:7]=[CH:6][CH:5]=[C:4]([CH2:8][Cl:9])[N:3]=1)([CH3:16])([CH3:15])[CH3:11]. The catalyst class is: 878. (4) Reactant: [C:1]([C:3]1[CH:4]=[C:5]([C:13]2[N:14]=[C:15]([CH2:18][N:19]3[CH:23]=[C:22]([C:24]([O:26][CH2:27][CH3:28])=[O:25])[CH:21]=[N:20]3)[S:16][CH:17]=2)[CH:6]=[C:7]([C:9]([F:12])([F:11])[F:10])[CH:8]=1)#[CH:2].[CH3:29][C:30]([C:32]1[CH:37]=[CH:36][C:35](Br)=[CH:34][CH:33]=1)=[O:31].C(N(CC)CC)C. Product: [C:30]([C:32]1[CH:37]=[CH:36][C:35]([C:2]#[C:1][C:3]2[CH:4]=[C:5]([C:13]3[N:14]=[C:15]([CH2:18][N:19]4[CH:23]=[C:22]([C:24]([O:26][CH2:27][CH3:28])=[O:25])[CH:21]=[N:20]4)[S:16][CH:17]=3)[CH:6]=[C:7]([C:9]([F:11])([F:12])[F:10])[CH:8]=2)=[CH:34][CH:33]=1)(=[O:31])[CH3:29]. The catalyst class is: 427. (5) Reactant: CCN(C(C)C)C(C)C.C1C=CC2N(O)N=NC=2C=1.CCN=C=NCCCN(C)C.[N:31]1[CH:36]=[CH:35][CH:34]=[C:33]([N:37]2[CH:41]=[C:40]([C:42]([NH:44][CH2:45][C:46]([OH:48])=O)=[O:43])[N:39]=[N:38]2)[CH:32]=1.NC1C=NC=CC=1.Cl.[NH:57]1[CH2:62][CH2:61][CH:60]([O:63][C:64]2[CH:65]=[C:66]([CH:69]=[CH:70][CH:71]=2)[C:67]#[N:68])[CH2:59][CH2:58]1.Cl.ClC1C=CC=CC=1OC1CCNCC1. Product: [C:67]([C:66]1[CH:65]=[C:64]([CH:71]=[CH:70][CH:69]=1)[O:63][CH:60]1[CH2:61][CH2:62][N:57]([C:46](=[O:48])[CH2:45][NH:44][C:42]([C:40]2[N:39]=[N:38][N:37]([C:33]3[CH:32]=[N:31][CH:36]=[CH:35][CH:34]=3)[CH:41]=2)=[O:43])[CH2:58][CH2:59]1)#[N:68]. The catalyst class is: 18. (6) Reactant: Br[C:2]1[CH:3]=[N:4][C:5]([O:8]N2C3=NC=CC=C3N=N2)=[N:6][CH:7]=1.[C:18]1(B(O)O)[CH:23]=[CH:22]C=[CH:20][CH:19]=1.[C:27]([O-:30])([O-])=O.[Cs+].[Cs+].[CH3:33]OCCOC. Product: [CH3:33][N:6]1[CH:7]=[CH:2][C:3]([O:30][C:27]2[CH:22]=[CH:23][CH:18]=[CH:19][CH:20]=2)=[N:4][C:5]1=[O:8]. The catalyst class is: 73. (7) Reactant: Cl.[NH2:2][C:3]1[C:4]([CH3:28])=[C:5]2[C:10]([NH:11][C:12]3[CH:17]=[CH:16][C:15]([O:18][C:19]4[CH:24]=[CH:23][CH:22]=[CH:21][CH:20]=4)=[CH:14][CH:13]=3)=[C:9]([C:25]#[N:26])[CH:8]=[N:7][N:6]2[CH:27]=1.[C:29]([O:33][C:34]([N:36]1[CH2:40][CH2:39][N:38]=[C:37]1SC)=[O:35])([CH3:32])([CH3:31])[CH3:30]. Product: [C:29]([O:33][C:34]([N:36]1[CH2:40][CH2:39][N:38]=[C:37]1[NH:2][C:3]1[C:4]([CH3:28])=[C:5]2[C:10]([NH:11][C:12]3[CH:13]=[CH:14][C:15]([O:18][C:19]4[CH:24]=[CH:23][CH:22]=[CH:21][CH:20]=4)=[CH:16][CH:17]=3)=[C:9]([C:25]#[N:26])[CH:8]=[N:7][N:6]2[CH:27]=1)=[O:35])([CH3:32])([CH3:30])[CH3:31]. The catalyst class is: 254. (8) Reactant: [CH3:1][O:2][C:3](=[O:30])[CH2:4][CH:5]([N:12]1[C:16]2[CH:17]=[CH:18][CH:19]=[C:20]([N:21]3[CH2:26][CH2:25][CH:24]([C:27]([OH:29])=O)[CH2:23][CH2:22]3)[C:15]=2[N:14]=[CH:13]1)[C:6]1[CH:11]=[CH:10][CH:9]=[CH:8][CH:7]=1.C(N(CC)C(C)C)(C)C.CN(C(ON1N=NC2C=CC=CC1=2)=[N+](C)C)C.[B-](F)(F)(F)F.Br.[NH2:63][C:64]1[NH:65][CH2:66][CH2:67][CH2:68][N:69]=1. Product: [C:6]1([CH:5]([N:12]2[C:16]3[CH:17]=[CH:18][CH:19]=[C:20]([N:21]4[CH2:22][CH2:23][CH:24]([C:27]([NH:63][C:64]5[NH:69][CH2:68][CH2:67][CH2:66][N:65]=5)=[O:29])[CH2:25][CH2:26]4)[C:15]=3[N:14]=[CH:13]2)[CH2:4][C:3]([O:2][CH3:1])=[O:30])[CH:11]=[CH:10][CH:9]=[CH:8][CH:7]=1. The catalyst class is: 3. (9) Reactant: [C:1]1(CCCO)[CH:6]=[CH:5][CH:4]=[CH:3][CH:2]=1.C[O:12]C1C=CN=C(C2C=C(OC)C=CN=2)C=1.OCCN(CCO)[C:31]([CH2:36][OH:37])([CH2:34][OH:35])CO. Product: [O:37]([CH2:36][CH:31]([OH:12])[CH2:34][OH:35])[C:1]1[CH:2]=[CH:3][CH:4]=[CH:5][CH:6]=1. The catalyst class is: 831. (10) Reactant: [NH:1]1[CH:5]=[CH:4][CH:3]=[N:2]1.[H-].[Na+].[CH2:8]([O:15][C:16]1[C:23](F)=[CH:22][CH:21]=[CH:20][C:17]=1[C:18]#[N:19])[C:9]1[CH:14]=[CH:13][CH:12]=[CH:11][CH:10]=1. Product: [CH2:8]([O:15][C:16]1[CH:23]=[C:22]([N:1]2[CH:5]=[CH:4][CH:3]=[N:2]2)[CH:21]=[CH:20][C:17]=1[C:18]#[N:19])[C:9]1[CH:10]=[CH:11][CH:12]=[CH:13][CH:14]=1. The catalyst class is: 3.